Predict the reactants needed to synthesize the given product. From a dataset of Full USPTO retrosynthesis dataset with 1.9M reactions from patents (1976-2016). (1) Given the product [OH:18][CH2:17][CH2:16][NH:15][CH:2]1[CH2:7][CH2:6][N:5]([C:8]([O:10][C:11]([CH3:14])([CH3:13])[CH3:12])=[O:9])[CH2:4][CH2:3]1, predict the reactants needed to synthesize it. The reactants are: O=[C:2]1[CH2:7][CH2:6][N:5]([C:8]([O:10][C:11]([CH3:14])([CH3:13])[CH3:12])=[O:9])[CH2:4][CH2:3]1.[NH2:15][CH2:16][CH2:17][OH:18].C(O[BH-](OC(=O)C)OC(=O)C)(=O)C.[Na+].[OH-].[Na+]. (2) Given the product [CH3:19][N:18]([CH3:20])[CH:17]=[N:16][C:11]1[CH:10]=[N:9][NH:13][CH:12]=1, predict the reactants needed to synthesize it. The reactants are: F[P-](F)(F)(F)(F)F.C[N:9](C)/[CH:10]=[C:11](\[N:16]=[CH:17]\[N:18]([CH3:20])[CH3:19])/[CH:12]=[N+:13](C)C.C[O-].[Na+].NN.C1COCC1. (3) Given the product [F:14][C:15]([F:17])([F:16])[C:7]1[C:5]([NH2:6])=[N:4][C:2](=[O:3])[NH:1][CH:8]=1, predict the reactants needed to synthesize it. The reactants are: [NH:1]1[CH:8]=[CH:7][C:5]([NH2:6])=[N:4][C:2]1=[O:3].S(=O)(=O)(O)O.[F:14][C:15](I)([F:17])[F:16].OO. (4) The reactants are: [I:1][C:2]1[C:10]([CH3:11])=[CH:9][CH:8]=[CH:7][C:3]=1[C:4]([OH:6])=O.[NH:12]1[CH2:17][CH2:16][CH2:15][CH2:14][CH2:13]1. Given the product [I:1][C:2]1[C:10]([CH3:11])=[CH:9][CH:8]=[CH:7][C:3]=1[C:4]([N:12]1[CH2:17][CH2:16][CH2:15][CH2:14][CH2:13]1)=[O:6], predict the reactants needed to synthesize it. (5) Given the product [Cl:24][C:11]1[C:10]2[C:15](=[CH:16][C:7]3[CH:6]=[C:5]([O:4][CH2:3][CH2:2][Cl:1])[C:21]([O:22][CH3:23])=[CH:20][C:8]=3[CH:9]=2)[N:14]=[CH:13][C:12]=1[C:17]#[N:18], predict the reactants needed to synthesize it. The reactants are: [Cl:1][CH2:2][CH2:3][O:4][C:5]1[C:21]([O:22][CH3:23])=[CH:20][C:8]2[CH:9]=[C:10]3[C:15](=[CH:16][C:7]=2[CH:6]=1)[NH:14][CH:13]=[C:12]([C:17]#[N:18])[C:11]3=O.[Cl:24]CCOC1C(OC)=CC2C=C3C(C(=O)C(C#N)=CN3)=CC=2C=1.P(Cl)(Cl)(Cl)=O. (6) Given the product [Br:1][C:2]1[CH:20]=[CH:19][CH:18]=[C:17]2[C:3]=1[O:4][C:5]1[CH:13]=[C:12]([N+:14]([O-:16])=[O:15])[CH:11]=[CH:10][C:6]=1[C:7]2=[O:9], predict the reactants needed to synthesize it. The reactants are: [Br:1][C:2]1[CH:20]=[CH:19][CH:18]=[CH:17][C:3]=1[O:4][C:5]1[CH:13]=[C:12]([N+:14]([O-:16])=[O:15])[CH:11]=[CH:10][C:6]=1[C:7]([OH:9])=O. (7) Given the product [OH:1][C@@H:2]1[C:10]2[C:5](=[CH:6][CH:7]=[CH:8][CH:9]=2)[CH2:4][C@@:3]1([CH2:20][C:21]1[CH:29]=[CH:28][C:24]([C:25]([O:27][CH2:36][CH3:37])=[O:26])=[CH:23][CH:22]=1)[C:11]1[CH2:12][C:13]2[C:18]([CH:19]=1)=[CH:17][CH:16]=[CH:15][CH:14]=2, predict the reactants needed to synthesize it. The reactants are: [OH:1][C@@H:2]1[C:10]2[C:5](=[CH:6][CH:7]=[CH:8][CH:9]=2)[CH2:4][C@@:3]1([CH2:20][C:21]1[CH:29]=[CH:28][C:24]([C:25]([OH:27])=[O:26])=[CH:23][CH:22]=1)[C:11]1[CH2:12][C:13]2[C:18]([CH:19]=1)=[CH:17][CH:16]=[CH:15][CH:14]=2.C([O-])([O-])=O.[K+].[K+].[CH2:36](I)[CH3:37]. (8) The reactants are: C[O:2][C:3]1[C:9]2[CH:10]=[CH:11][CH:12]=[CH:13][C:8]=2[NH:7][C:6]2[CH:14]=[CH:15][CH:16]=[CH:17][C:5]=2[CH:4]=1.[O-:18][C:19]#[N:20].[Na+].C(O)(=O)C.S(=O)(=O)(O)O. Given the product [O:2]=[C:3]1[C:9]2[CH:10]=[CH:11][CH:12]=[CH:13][C:8]=2[N:7]([C:19]([NH2:20])=[O:18])[C:6]2[CH:14]=[CH:15][CH:16]=[CH:17][C:5]=2[CH2:4]1, predict the reactants needed to synthesize it. (9) Given the product [F:31][C:28]([F:29])([F:30])[C:20]1[CH:19]=[C:18]([C@H:15]2[O:14][C:13](=[O:32])[N:12]([CH2:11][C:10]3[CH:33]=[C:34]([C:37]([F:40])([F:39])[F:38])[CH:35]=[CH:36][C:9]=3[C:6]3[S:7][CH:8]=[C:4]([C:1]([OH:3])([CH3:41])[CH3:2])[N:5]=3)[C@H:16]2[CH3:17])[CH:23]=[C:22]([C:24]([F:27])([F:26])[F:25])[CH:21]=1, predict the reactants needed to synthesize it. The reactants are: [C:1]([C:4]1[N:5]=[C:6]([C:9]2[CH:36]=[CH:35][C:34]([C:37]([F:40])([F:39])[F:38])=[CH:33][C:10]=2[CH2:11][N:12]2[C@@H:16]([CH3:17])[C@@H:15]([C:18]3[CH:23]=[C:22]([C:24]([F:27])([F:26])[F:25])[CH:21]=[C:20]([C:28]([F:31])([F:30])[F:29])[CH:19]=3)[O:14][C:13]2=[O:32])[S:7][CH:8]=1)(=[O:3])[CH3:2].[CH3:41][Mg+].[Br-]. (10) Given the product [C:9]([C:11]1[C:19]2[C:14](=[CH:15][CH:16]=[C:17]([CH2:20][CH2:21][NH:22][C:23](=[O:37])[C:24]3[CH:29]=[CH:28][C:27]([C:30]4[CH:35]=[CH:34][N:33]=[C:32]([N:5]5[CH2:6][CH2:7][CH2:8][C@H:4]5[CH2:3][O:2][CH3:1])[N:31]=4)=[CH:26][CH:25]=3)[CH:18]=2)[NH:13][CH:12]=1)#[N:10], predict the reactants needed to synthesize it. The reactants are: [CH3:1][O:2][CH2:3][C@@H:4]1[CH2:8][CH2:7][CH2:6][NH:5]1.[C:9]([C:11]1[C:19]2[C:14](=[CH:15][CH:16]=[C:17]([CH2:20][CH2:21][NH:22][C:23](=[O:37])[C:24]3[CH:29]=[CH:28][C:27]([C:30]4[CH:35]=[CH:34][N:33]=[C:32](Cl)[N:31]=4)=[CH:26][CH:25]=3)[CH:18]=2)[NH:13][CH:12]=1)#[N:10].